Dataset: Forward reaction prediction with 1.9M reactions from USPTO patents (1976-2016). Task: Predict the product of the given reaction. (1) Given the reactants [Cl:1][C:2]1[CH:33]=[CH:32][C:5]([CH2:6][CH2:7][NH:8][C:9]([C:11]2[CH:31]=[CH:30][C:14]([O:15][C:16]3[CH:21]=[CH:20][C:19]([CH2:22][C:23]([O:25]C(C)(C)C)=[O:24])=[CH:18][CH:17]=3)=[CH:13][CH:12]=2)=[O:10])=[CH:4][CH:3]=1.C(O)(C(F)(F)F)=O, predict the reaction product. The product is: [Cl:1][C:2]1[CH:3]=[CH:4][C:5]([CH2:6][CH2:7][NH:8][C:9]([C:11]2[CH:12]=[CH:13][C:14]([O:15][C:16]3[CH:21]=[CH:20][C:19]([CH2:22][C:23]([OH:25])=[O:24])=[CH:18][CH:17]=3)=[CH:30][CH:31]=2)=[O:10])=[CH:32][CH:33]=1. (2) Given the reactants [H-].[Na+].C(OP([CH2:11][C:12]([O:14][CH2:15][CH3:16])=[O:13])(OCC)=O)C.[CH2:17]([C@H:19]1[C@@H:23]([C:24]2[N:28]3[C:29]4[CH:35]=[CH:34][N:33]([S:36]([C:39]5[CH:45]=[CH:44][C:42]([CH3:43])=[CH:41][CH:40]=5)(=[O:38])=[O:37])[C:30]=4[N:31]=[CH:32][C:27]3=[N:26][N:25]=2)[CH2:22][C:21](=O)[CH2:20]1)[CH3:18].C([O-])(O)=O.[Na+], predict the reaction product. The product is: [CH2:17]([C@H:19]1[C@@H:23]([C:24]2[N:28]3[C:29]4[CH:35]=[CH:34][N:33]([S:36]([C:39]5[CH:40]=[CH:41][C:42]([CH3:43])=[CH:44][CH:45]=5)(=[O:37])=[O:38])[C:30]=4[N:31]=[CH:32][C:27]3=[N:26][N:25]=2)[CH2:22][C:21](=[CH:11][C:12]([O:14][CH2:15][CH3:16])=[O:13])[CH2:20]1)[CH3:18].